This data is from hERG potassium channel inhibition data for cardiac toxicity prediction from Karim et al.. The task is: Regression/Classification. Given a drug SMILES string, predict its toxicity properties. Task type varies by dataset: regression for continuous values (e.g., LD50, hERG inhibition percentage) or binary classification for toxic/non-toxic outcomes (e.g., AMES mutagenicity, cardiotoxicity, hepatotoxicity). Dataset: herg_karim. (1) The compound is CN(C(=O)Cc1ccc(S(C)(=O)=O)cc1)[C@@H]1CCN(Cc2ccc(C(F)(F)F)cc2)C[C@@H]1F. The result is 1 (blocker). (2) The drug is c1cn(C2CCCCC2)nc1OCCN1CCOCC1. The result is 0 (non-blocker). (3) The compound is Cc1cc(C(=O)Nc2ccc(-c3ccccc3CN3CCC(C(=O)O)CC3)cc2F)n(-c2cc3ccccc3cc2F)n1. The result is 0 (non-blocker). (4) The molecule is N#Cc1ccc(Cn2cncc2CN[C@H]2CCN(C(=O)c3cccc(Cl)c3)C2)cc1. The result is 1 (blocker).